Dataset: Forward reaction prediction with 1.9M reactions from USPTO patents (1976-2016). Task: Predict the product of the given reaction. (1) Given the reactants Cl.N[CH:3]1[CH2:8][CH2:7][CH:6]([O:9][C:10]2[C:11]3[C:12]4[CH2:13][C@H:14]([CH2:23][C:24]([NH2:26])=[O:25])[CH2:15][CH2:16][C:17]=4[S:18][C:19]=3[N:20]=[CH:21][N:22]=2)[CH2:5][CH2:4]1.C=O.[CH3:29]C(O)=O.[BH3-][C:34]#[N:35].[Na+], predict the reaction product. The product is: [CH3:29][N:35]([CH3:34])[CH:3]1[CH2:8][CH2:7][CH:6]([O:9][C:10]2[C:11]3[C:12]4[CH2:13][C@H:14]([CH2:23][C:24]([NH2:26])=[O:25])[CH2:15][CH2:16][C:17]=4[S:18][C:19]=3[N:20]=[CH:21][N:22]=2)[CH2:5][CH2:4]1. (2) The product is: [CH:20]1([NH2+:19][CH:18]2[CH2:17][CH2:27][CH2:28][CH2:29][CH2:31]2)[CH2:21][CH2:22][CH2:23][CH2:24][CH2:25]1.[CH2:1]([O:8][C:9]1[CH:14]=[C:13]([C:46]2[CH:51]=[CH:50][C:49]([P:52](=[O:53])([O-:55])[O-:54])=[CH:48][CH:47]=2)[CH:12]=[CH:11][C:10]=1[C@@H:16]1[C@@H:17]([CH2:27][CH2:28][C@@H:29]([C:31]2[CH:36]=[CH:35][C:34]([F:37])=[CH:33][CH:32]=2)[OH:30])[C:18](=[O:26])[N:19]1[C:20]1[CH:25]=[CH:24][CH:23]=[CH:22][CH:21]=1)[C:2]1[CH:7]=[CH:6][CH:5]=[CH:4][CH:3]=1.[CH:72]1([NH2+:71][CH:65]2[CH2:66][CH2:67][CH2:68][CH2:69][CH2:70]2)[CH2:73][CH2:74][CH2:75][CH2:76][CH2:77]1. Given the reactants [CH2:1]([O:8][C:9]1[CH:14]=[C:13](Br)[CH:12]=[CH:11][C:10]=1[C@H:16]1[N:19]([C:20]2[CH:25]=[CH:24][CH:23]=[CH:22][CH:21]=2)[C:18](=[O:26])[C@@H:17]1[CH2:27][CH2:28][C@@H:29]([C:31]1[CH:36]=[CH:35][C:34]([F:37])=[CH:33][CH:32]=1)[OH:30])[C:2]1[CH:7]=[CH:6][CH:5]=[CH:4][CH:3]=1.CC1(C)C(C)(C)OB([C:46]2[CH:51]=[CH:50][C:49]([P:52](=[O:55])([OH:54])[OH:53])=[CH:48][CH:47]=2)O1.P([O-])([O-])([O-])=O.[K+].[K+].[K+].[CH:65]1([NH:71][CH:72]2[CH2:77][CH2:76][CH2:75][CH2:74][CH2:73]2)[CH2:70][CH2:69][CH2:68][CH2:67][CH2:66]1, predict the reaction product. (3) Given the reactants [NH:1]1[CH2:6][CH2:5][O:4][CH2:3][C:2]1=O.F[B-](F)(F)F.C[O+](C)C.[NH:17]([C:19](=O)[C:20]([O:22][CH2:23][CH3:24])=[O:21])[NH2:18], predict the reaction product. The product is: [N:18]1[N:17]=[C:19]([C:20]([O:22][CH2:23][CH3:24])=[O:21])[N:1]2[CH2:6][CH2:5][O:4][CH2:3][C:2]=12. (4) Given the reactants [NH2:1][C:2]1[CH:7]=[CH:6][CH:5]=[CH:4][N:3]=1.N1C=CC=CC=1.[F:14][C:15]([F:26])([F:25])[C:16](O[C:16](=[O:17])[C:15]([F:26])([F:25])[F:14])=[O:17], predict the reaction product. The product is: [F:14][C:15]([F:26])([F:25])[C:16]([NH:1][C:2]1[CH:7]=[CH:6][CH:5]=[CH:4][N:3]=1)=[O:17].